From a dataset of TCR-epitope binding with 47,182 pairs between 192 epitopes and 23,139 TCRs. Binary Classification. Given a T-cell receptor sequence (or CDR3 region) and an epitope sequence, predict whether binding occurs between them. The epitope is LLFGYPVYV. The TCR CDR3 sequence is CASSRGLAGGEETQYF. Result: 0 (the TCR does not bind to the epitope).